This data is from Peptide-MHC class I binding affinity with 185,985 pairs from IEDB/IMGT. The task is: Regression. Given a peptide amino acid sequence and an MHC pseudo amino acid sequence, predict their binding affinity value. This is MHC class I binding data. (1) The binding affinity (normalized) is 0.0847. The MHC is HLA-A01:01 with pseudo-sequence HLA-A01:01. The peptide sequence is SPREECGVF. (2) The peptide sequence is FPVKPQVPL. The MHC is HLA-A02:03 with pseudo-sequence HLA-A02:03. The binding affinity (normalized) is 0. (3) The peptide sequence is SMYPSCCCT. The MHC is HLA-A02:03 with pseudo-sequence HLA-A02:03. The binding affinity (normalized) is 0.204.